This data is from Reaction yield outcomes from USPTO patents with 853,638 reactions. The task is: Predict the reaction yield, written as a fraction of the theoretical maximum amount of product (1.0 means a 100% yield; for example, 0.34 means a 34% yield). (1) The reactants are C(N(CC)CC)C.Cl.[O:9]=[C:10]1[CH:15]([N:16]2[C:24](=[O:25])[C:23]3[C:18](=[CH:19][CH:20]=[CH:21][C:22]=3[CH2:26][NH:27][CH3:28])[C:17]2=[O:29])CCC(=O)[NH:11]1.[C:31](Cl)(=[O:34])[CH2:32][CH3:33].[CH2:36]1C[O:39][CH2:38][CH2:37]1. No catalyst specified. The product is [O:9]=[C:10]1[CH:15]([N:16]2[C:24](=[O:25])[C:23]3[C:18](=[CH:19][CH:20]=[CH:21][C:22]=3[CH2:26][N:27]([CH3:28])[C:38](=[O:39])[CH2:37][CH3:36])[C:17]2=[O:29])[CH2:33][CH2:32][C:31](=[O:34])[NH:11]1. The yield is 0.360. (2) The reactants are [Cl:1][C:2]1[CH:7]=[CH:6][C:5]([N:8]([C:12]2[CH:17]=[CH:16][CH:15]=[CH:14][C:13]=2[C:18]([F:21])([F:20])[F:19])[C:9](=[O:11])[NH2:10])=[CH:4][C:3]=1C(O)=O.[NH2:25][C:26]1[CH:27]=[N:28][CH:29]=[CH:30][CH:31]=1.C(Cl)Cl.CS(C)=O.[CH2:39]1[CH2:43][O:42][CH2:41][CH2:40]1. The catalyst is ClCCCl. The product is [Cl:1][C:2]1([C:9](=[O:11])[NH:8][C:5]2[CH:6]=[CH:41][CH:40]=[C:39]([C:43](=[O:42])[NH:25][C:26]3[CH:27]=[N:28][CH:29]=[CH:30][CH:31]=3)[CH:4]=2)[CH:7]=[CH:6][C:5]([N:8]([C:12]2[CH:17]=[CH:16][CH:15]=[CH:14][C:13]=2[C:18]([F:20])([F:21])[F:19])[C:9](=[O:11])[NH2:10])=[CH:4][CH2:3]1. The yield is 0.590. (3) The reactants are [Cl:1][C:2]1[CH:3]=[C:4]([CH2:14][N:15]2[C:19]([CH3:20])=[CH:18][C:17]([C:21](Cl)=[O:22])=[N:16]2)[C:5]2[O:9][C:8]([CH:10]([CH3:12])[CH3:11])=[CH:7][C:6]=2[CH:13]=1.[O:24]1[CH2:29][CH2:28][CH:27]([NH2:30])[CH2:26][CH2:25]1.C(N(CC)CC)C. The catalyst is C(Cl)Cl. The product is [Cl:1][C:2]1[CH:3]=[C:4]([CH2:14][N:15]2[C:19]([CH3:20])=[CH:18][C:17]([C:21]([NH:30][CH:27]3[CH2:28][CH2:29][O:24][CH2:25][CH2:26]3)=[O:22])=[N:16]2)[C:5]2[O:9][C:8]([CH:10]([CH3:12])[CH3:11])=[CH:7][C:6]=2[CH:13]=1. The yield is 0.920. (4) The reactants are [F:1][C:2]([F:15])([F:14])[C:3]#[C:4][C:5]1[CH:13]=[CH:12][C:8]([C:9]([O-:11])=[O:10])=[CH:7][CH:6]=1.[OH-].[Li+].CO.Cl. The catalyst is O. The product is [F:1][C:2]([F:14])([F:15])[C:3]#[C:4][C:5]1[CH:13]=[CH:12][C:8]([C:9]([OH:11])=[O:10])=[CH:7][CH:6]=1. The yield is 0.860. (5) The reactants are Cl[C:2]1[N:7]=[N:6][C:5]([O:8][CH3:9])=[C:4]([NH:10][C:11]2[N:19]=[C:18]3[C:14]([N:15]([CH2:27][O:28][CH2:29][CH2:30][Si:31]([CH3:34])([CH3:33])[CH3:32])[C:16](=[O:26])[N:17]3[CH:20]3[CH2:25][CH2:24][O:23][CH2:22][CH2:21]3)=[CH:13][N:12]=2)[CH:3]=1. The catalyst is [Pd].CO. The product is [CH3:9][O:8][C:5]1[N:6]=[N:7][CH:2]=[CH:3][C:4]=1[NH:10][C:11]1[N:19]=[C:18]2[C:14]([N:15]([CH2:27][O:28][CH2:29][CH2:30][Si:31]([CH3:32])([CH3:34])[CH3:33])[C:16](=[O:26])[N:17]2[CH:20]2[CH2:21][CH2:22][O:23][CH2:24][CH2:25]2)=[CH:13][N:12]=1. The yield is 0.920.